From a dataset of Experimentally validated miRNA-target interactions with 360,000+ pairs, plus equal number of negative samples. Binary Classification. Given a miRNA mature sequence and a target amino acid sequence, predict their likelihood of interaction. (1) The miRNA is hsa-miR-548l with sequence AAAAGUAUUUGCGGGUUUUGUC. The protein sequence of the target gene is MAEFSQKRGKRRSDEGLGSMVDFLLANARLVLGVGGAAVLGIATLAVKRFIDRATSPRDEDDTKADSWKELSLLKATPHLQPRPPPAALSQPVLPLAPSSSAPEGPAETDPEVTPQLSSPAPLCLTLQERLLAFERDRVTIPAAQVALAKQLAGDIALELQAYFRSKFPELPFGAFVPGGPLYDGLQAGAADHVRLLVPLVLEPGLWSLVPGVDTVARDPRCWAVRRTQLEFCPRGSSPWDRFLVGGYLSSRVLLELLRKALAASVNWPAIGSLLGCLIRPSMASEELLLEVQHERLELT.... Result: 1 (interaction). (2) The miRNA is hsa-miR-15a-5p with sequence UAGCAGCACAUAAUGGUUUGUG. The protein sequence of the target gene is MSQGDSNPAAIPHAAEDIQGDDRWMSQHNRFVLDCKDKEPDVLFVGDSMVQLMQQYEIWRELFSPLHALNFGIGGDTTRHVLWRLKNGELENIKPKVIVVWVGTNNHENTAEEVAGGIEAIVQLINTRQPQAKIIVLGLLPRGEKPNPLRQKNAKVNQLLKVSLPKLANVQLLDTDGGFVHSDGAISCHDMFDFLHLTGGGYAKICKPLHELIMQLLEETPEEKQTTIA. Result: 1 (interaction). (3) The miRNA is hsa-miR-6858-5p with sequence GUGAGGAGGGGCUGGCAGGGAC. The protein sequence of the target gene is MLGVLVLGALALAGLGFPAPAEPQPGGSQCVEHDCFALYPGPATFLNASQICDGLRGHLMTVRSSVAADVISLLLNGDGGVGRRRLWIGLQLPPGCGDPKRLGPLRGFQWVTGDNNTSYSRWARLDLNGAPLCGPLCVAVSAAEATVPSEPIWEEQQCEVKADGFLCEFHFPATCRPLAVEPGAAAAAVSITYGTPFAARGADFQALPVGSSAAVAPLGLQLMCTAPPGAVQGHWAREAPGAWDCSVENGGCEHACNAIPGAPRCQCPAGAALQADGRSCTASATQSCNDLCEHFCVPNP.... Result: 0 (no interaction).